Dataset: Catalyst prediction with 721,799 reactions and 888 catalyst types from USPTO. Task: Predict which catalyst facilitates the given reaction. (1) Reactant: [Cl:1][C:2]1[CH:3]=[C:4]2[C:9](=[CH:10][CH:11]=1)[NH:8][C:7](=[O:12])[C:6]([CH2:13][CH2:14][CH3:15])=[C:5]2[OH:16].[CH:17]1(Br)[CH2:22][CH2:21][CH2:20][CH2:19][CH2:18]1.C(=O)([O-])[O-].[K+].[K+].C(N(CC)CC)C. The catalyst class is: 3. Product: [Cl:1][C:2]1[CH:3]=[C:4]2[C:9](=[CH:10][CH:11]=1)[NH:8][C:7](=[O:12])[C:6]([CH2:13][CH2:14][CH3:15])=[C:5]2[O:16][CH:17]1[CH2:22][CH2:21][CH2:20][CH2:19][CH2:18]1. (2) Reactant: C([O:8][C:9]1[CH:17]=[C:16]2[C:12]([CH:13]=[N:14][N:15]2[CH2:18][CH2:19][C:20]([CH3:23])([OH:22])[CH3:21])=[CH:11][CH:10]=1)C1C=CC=CC=1. Product: [OH:22][C:20]([CH3:23])([CH3:21])[CH2:19][CH2:18][N:15]1[C:16]2[C:12](=[CH:11][CH:10]=[C:9]([OH:8])[CH:17]=2)[CH:13]=[N:14]1. The catalyst class is: 43. (3) Reactant: [C:1](/[N:3]=[C:4](\SC)/[N:5]([CH2:14][C:15]#[N:16])[C:6]1[CH:11]=[C:10]([Cl:12])[CH:9]=[C:8]([Cl:13])[CH:7]=1)#[N:2].[NH2:19][NH2:20]. Product: [NH2:2][C:1]1[NH:20][N:19]=[C:4]([N:5]([CH2:14][C:15]#[N:16])[C:6]2[CH:11]=[C:10]([Cl:12])[CH:9]=[C:8]([Cl:13])[CH:7]=2)[N:3]=1. The catalyst class is: 8. (4) Reactant: [CH3:1][Li].[CH2:3]([O:7][C:8]1[CH:19]=[N:18][CH:17]=[CH:16][C:9]=1[C:10](N(OC)C)=[O:11])[CH:4]([CH3:6])[CH3:5].O. Product: [CH2:3]([O:7][C:8]1[CH:19]=[N:18][CH:17]=[CH:16][C:9]=1[C:10](=[O:11])[CH3:1])[CH:4]([CH3:5])[CH3:6]. The catalyst class is: 295. (5) Reactant: [F:1][C:2]1[CH:3]=[C:4]([N:8]2[CH:12]=[C:11]([NH:13][C:14](=[O:18])[CH:15]([CH3:17])[CH3:16])[C:10]([CH2:19]O)=[N:9]2)[CH:5]=[N:6][CH:7]=1.S(Cl)([Cl:23])=O.C(=O)(O)[O-].[Na+]. Product: [Cl:23][CH2:19][C:10]1[C:11]([NH:13][C:14](=[O:18])[CH:15]([CH3:17])[CH3:16])=[CH:12][N:8]([C:4]2[CH:5]=[N:6][CH:7]=[C:2]([F:1])[CH:3]=2)[N:9]=1. The catalyst class is: 4. (6) Reactant: C[Al](C)C.[OH:5][CH2:6][C:7]1[CH:8]=[C:9]([CH:14]=[C:15]([CH3:17])[CH:16]=1)[C:10](OC)=[O:11].[CH3:18][NH2:19]. The catalyst class is: 1. Product: [OH:5][CH2:6][C:7]1[CH:8]=[C:9]([CH:14]=[C:15]([CH3:17])[CH:16]=1)[C:10]([NH:19][CH3:18])=[O:11]. (7) Reactant: [OH:1][C:2]1[CH:9]=[CH:8][CH:7]=[CH:6][C:3]=1[CH:4]=[O:5].[Cl:10][C:11]1[CH:18]=[CH:17][CH:16]=[CH:15][C:12]=1[CH2:13]Cl.C([O-])([O-])=O.[K+].[K+]. Product: [Cl:10][C:11]1[CH:18]=[CH:17][CH:16]=[CH:15][C:12]=1[CH2:13][O:1][C:2]1[CH:9]=[CH:8][CH:7]=[CH:6][C:3]=1[CH:4]=[O:5]. The catalyst class is: 57. (8) Reactant: [Li+].CC([N-]C(C)C)C.C1COCC1.C1CCCCC1.[CH3:20][CH:21]([C:23](=[O:27])[CH:24]([CH3:26])[CH3:25])[CH3:22].[CH3:28][C:29](=[C:32]([CH3:34])[CH3:33])[CH2:30]Br.[Br-].Cl. Product: [CH3:20][CH:21]([C:23](=[O:27])[C:24]([CH3:26])([CH3:25])[CH2:30][C:29]([CH3:28])=[C:32]([CH3:34])[CH3:33])[CH3:22]. The catalyst class is: 1.